This data is from Full USPTO retrosynthesis dataset with 1.9M reactions from patents (1976-2016). The task is: Predict the reactants needed to synthesize the given product. (1) Given the product [CH3:63][C:64]1[S:68][C:67]([CH2:69][NH:70][C:30]([C:27]2[NH:28][CH:29]=[C:25]([C:23](=[O:24])[C:22]3[C:33]([F:38])=[CH:34][C:35]([F:37])=[CH:36][C:21]=3[F:20])[CH:26]=2)=[O:32])=[N:66][N:65]=1, predict the reactants needed to synthesize it. The reactants are: CN(CC1C=C(CN(C)C)C(O)=C(CN(C)C)C=1)C.[F:20][C:21]1[CH:36]=[C:35]([F:37])[CH:34]=[C:33]([F:38])[C:22]=1[C:23]([C:25]1[CH:26]=[C:27]([C:30]([OH:32])=O)[NH:28][CH:29]=1)=[O:24].O.ON1C2C=CC=CC=2N=N1.Cl.CN(C)CCCN=C=NCC.Cl.[CH3:63][C:64]1[S:68][C:67]([CH2:69][NH2:70])=[N:66][N:65]=1.C(N(C(C)C)CC)(C)C. (2) Given the product [F:1][C:2]1[CH:7]=[CH:6][C:5]([N:8]2[C:16]3[CH:15]=[C:14]4[CH2:17][CH2:18][CH2:19][C@H:20]5[CH2:25][C@:24]([OH:30])([C:26]([F:28])([F:27])[F:29])[CH2:23][CH2:22][C@:21]5([CH2:31][C:32]#[N:41])[C:13]4=[CH:12][C:11]=3[CH:10]=[N:9]2)=[CH:4][CH:3]=1.[F:34][C:35]1[CH:40]=[CH:39][C:38]([N:41]2[C:49]3[CH:48]=[C:47]4[CH2:50][CH2:51][CH2:52][C@@H:53]5[CH2:58][C@@:57]([OH:63])([C:59]([F:61])([F:60])[F:62])[CH2:56][CH2:55][C@@:54]5([CH2:64][C:65]#[N:8])[C:46]4=[CH:45][C:44]=3[CH:43]=[N:42]2)=[CH:37][CH:36]=1, predict the reactants needed to synthesize it. The reactants are: [F:1][C:2]1[CH:7]=[CH:6][C:5]([N:8]2[C:16]3[CH:15]=[C:14]4[CH2:17][CH2:18][CH2:19][C@H:20]5[CH2:25][C@:24]([OH:30])([C:26]([F:29])([F:28])[F:27])[CH2:23][CH2:22][C@:21]5([CH2:31][CH:32]=O)[C:13]4=[CH:12][C:11]=3[CH:10]=[N:9]2)=[CH:4][CH:3]=1.[F:34][C:35]1[CH:40]=[CH:39][C:38]([N:41]2[C:49]3[CH:48]=[C:47]4[CH2:50][CH2:51][CH2:52][C@@H:53]5[CH2:58][C@@:57]([OH:63])([C:59]([F:62])([F:61])[F:60])[CH2:56][CH2:55][C@@:54]5([CH2:64][CH:65]=O)[C:46]4=[CH:45][C:44]=3[CH:43]=[N:42]2)=[CH:37][CH:36]=1.Cl.NO.C(OC(=O)C)(=O)C. (3) The reactants are: [Br:1][C:2]1[CH:7]=[CH:6][C:5]([C:8]2[CH:13]=[CH:12][C:11](O)=[CH:10][CH:9]=2)=[CH:4][CH:3]=1.[OH-:15].[Na+].I[CH2:18][CH2:19][CH2:20][CH2:21][CH3:22]. Given the product [Br:1][C:2]1([O:15][CH2:18][CH2:19][CH2:20][CH2:21][CH3:22])[CH:7]=[CH:6][C:5]([C:8]2[CH:13]=[CH:12][CH:11]=[CH:10][CH:9]=2)=[CH:4][CH2:3]1, predict the reactants needed to synthesize it. (4) Given the product [OH:20][CH2:12][P:9]([CH2:39][OH:41])(=[O:11])[O-:10].[CH2:34]([N+:25]([CH2:21][CH2:22][CH2:23][CH3:24])([CH2:26][CH2:27][CH2:28][CH3:29])[CH2:30][CH2:31][CH2:32][CH3:33])[CH2:35][CH2:36][CH3:37], predict the reactants needed to synthesize it. The reactants are: COC1C=CC([P:9]([C:12]2C=CC(OC)=CC=2)(=[O:11])[OH:10])=CC=1.[OH-:20].[CH2:21]([N+:25]([CH2:34][CH2:35][CH2:36][CH3:37])([CH2:30][CH2:31][CH2:32][CH3:33])[CH2:26][CH2:27][CH2:28][CH3:29])[CH2:22][CH2:23][CH3:24].C[CH:39]([OH:41])C. (5) Given the product [CH2:2]([N:9]1[CH2:14][CH2:13][C:12]2([CH2:23][C:22](=[N:31][OH:32])[C:21]3[C:16](=[CH:17][CH:18]=[C:19](/[CH:25]=[CH:26]/[C:27]([NH:29][OH:30])=[O:28])[CH:20]=3)[O:15]2)[CH2:11][CH2:10]1)[C:3]1[CH:8]=[CH:7][CH:6]=[CH:5][CH:4]=1, predict the reactants needed to synthesize it. The reactants are: Cl.[CH2:2]([N:9]1[CH2:14][CH2:13][C:12]2([CH2:23][C:22](=O)[C:21]3[C:16](=[CH:17][CH:18]=[C:19](/[CH:25]=[CH:26]/[C:27]([NH:29][OH:30])=[O:28])[CH:20]=3)[O:15]2)[CH2:11][CH2:10]1)[C:3]1[CH:8]=[CH:7][CH:6]=[CH:5][CH:4]=1.[NH2:31][OH:32].Cl.N1C=CC=CC=1. (6) Given the product [Cl:17][C:18]1[CH:23]=[CH:22][CH:21]=[C:20]([Cl:24])[C:19]=1[NH:25][C:26]([NH:16][C:14]1[CH:15]=[C:10]([NH:9][C:6]2[CH:7]=[N:8][C:3]([O:2][CH3:1])=[CH:4][CH:5]=2)[N:11]=[CH:12][N:13]=1)=[O:27], predict the reactants needed to synthesize it. The reactants are: [CH3:1][O:2][C:3]1[N:8]=[CH:7][C:6]([NH:9][C:10]2[CH:15]=[C:14]([NH2:16])[N:13]=[CH:12][N:11]=2)=[CH:5][CH:4]=1.[Cl:17][C:18]1[CH:23]=[CH:22][CH:21]=[C:20]([Cl:24])[C:19]=1[N:25]=[C:26]=[O:27]. (7) The reactants are: Cl[CH2:2][C:3]([N:5]1[C@@H:9]([C:10]#[CH:11])[CH2:8][CH2:7][C@H:6]1[C:12]#[N:13])=[O:4].[C:14]12([NH2:24])[CH2:23][CH:18]3[CH2:19][CH:20]([CH2:22][CH:16]([CH2:17]3)[CH2:15]1)[CH2:21]2. Given the product [C:14]12([NH:24][CH2:2][C:3]([N:5]3[C@@H:9]([C:10]#[CH:11])[CH2:8][CH2:7][C@H:6]3[C:12]#[N:13])=[O:4])[CH2:21][CH:20]3[CH2:19][CH:18]([CH2:17][CH:16]([CH2:22]3)[CH2:15]1)[CH2:23]2, predict the reactants needed to synthesize it.